From a dataset of Reaction yield outcomes from USPTO patents with 853,638 reactions. Predict the reaction yield, written as a fraction of the theoretical maximum amount of product (1.0 means a 100% yield; for example, 0.34 means a 34% yield). (1) The reactants are [NH2:1][CH2:2][C:3]1[CH:8]=[N:7][C:6]2[N:9]([CH2:12][O:13][CH2:14][CH2:15][Si:16]([CH3:19])([CH3:18])[CH3:17])[CH:10]=[CH:11][C:5]=2[C:4]=1[NH:20][CH:21]1[CH2:26][CH2:25][CH2:24][CH2:23][CH2:22]1.[C:27](N1C=CN=C1)(N1C=CN=C1)=[O:28]. The catalyst is ClCCl. The product is [CH:21]1([N:20]2[C:4]3[C:5]4[CH:11]=[CH:10][N:9]([CH2:12][O:13][CH2:14][CH2:15][Si:16]([CH3:19])([CH3:17])[CH3:18])[C:6]=4[N:7]=[CH:8][C:3]=3[CH2:2][NH:1][C:27]2=[O:28])[CH2:26][CH2:25][CH2:24][CH2:23][CH2:22]1. The yield is 0.690. (2) The reactants are [CH:1]1([C:7]2[C:8]3[CH:9]=[CH:10][C:11]([C:29]([O:31][CH3:32])=[O:30])=[CH:12][C:13]=3[N:14]3[C:20]=2[C:19]2[CH:21]=[CH:22][CH:23]=[CH:24][C:18]=2[O:17][CH:16]([C:25]([O:27]C)=[O:26])[CH2:15]3)[CH2:6][CH2:5][CH2:4][CH2:3][CH2:2]1.Cl. The catalyst is C1COCC1.CO.O.[OH-].[Li+]. The product is [CH:1]1([C:7]2[C:8]3[CH:9]=[CH:10][C:11]([C:29]([O:31][CH3:32])=[O:30])=[CH:12][C:13]=3[N:14]3[C:20]=2[C:19]2[CH:21]=[CH:22][CH:23]=[CH:24][C:18]=2[O:17][CH:16]([C:25]([OH:27])=[O:26])[CH2:15]3)[CH2:2][CH2:3][CH2:4][CH2:5][CH2:6]1. The yield is 0.990. (3) The yield is 0.730. The product is [Br:1][C:2]1[C:10]2[CH:9]=[N:8][C:7]([NH:38][CH2:34][CH2:35][CH2:36][CH3:37])=[N:6][C:5]=2[N:4]([CH2:13][C@H:14]2[CH2:19][CH2:18][C@H:17]([NH:20][C:21](=[O:27])[O:22][C:23]([CH3:26])([CH3:25])[CH3:24])[CH2:16][CH2:15]2)[CH:3]=1. The catalyst is O.C1COCC1.CS(C)=O. The reactants are [Br:1][C:2]1[C:10]2[CH:9]=[N:8][C:7](Cl)=[N:6][C:5]=2[NH:4][CH:3]=1.I[CH2:13][C@H:14]1[CH2:19][CH2:18][C@H:17]([NH:20][C:21](=[O:27])[O:22][C:23]([CH3:26])([CH3:25])[CH3:24])[CH2:16][CH2:15]1.C([O-])([O-])=O.[K+].[K+].[CH2:34]([NH2:38])[CH2:35][CH2:36][CH3:37]. (4) The reactants are [NH2:1][C@@H:2]([C:6]([OH:8])=[O:7])[C@H:3]([CH3:5])[OH:4].C([O-])(O)=O.[Na+].C(=O)([O-])OC1C([C@@H](C)CCCCCCC)=CC=CN=1.[CH3:33][C@H:34]([O:42][C:43](N1C=CC=CC1=O)=[O:44])[CH2:35][CH2:36][CH2:37][CH2:38][CH2:39][CH2:40][CH3:41]. The catalyst is O.C1COCC1. The product is [OH:4][C@@H:3]([CH3:5])[C@@H:2]([NH:1][C:43]([O:42][C@@H:34]([CH3:33])[CH2:35][CH2:36][CH2:37][CH2:38][CH2:39][CH2:40][CH3:41])=[O:44])[C:6]([OH:8])=[O:7]. The yield is 0.620. (5) The reactants are [Br:1][C:2]1[C:10]2[O:9][CH:8]([CH2:11][OH:12])[CH2:7][C:6]=2[CH:5]=[C:4]([C:13]2[CH:18]=[CH:17][CH:16]=[CH:15][CH:14]=2)[CH:3]=1.[C:19]1([CH3:29])[CH:24]=[CH:23][C:22]([S:25](Cl)(=[O:27])=[O:26])=[CH:21][CH:20]=1.CC1C=CC(S(OCC2CC3C(C(F)(F)F)=CC=C(Cl)C=3O2)(=O)=O)=CC=1. No catalyst specified. The product is [CH3:29][C:19]1[CH:24]=[CH:23][C:22]([S:25]([O:12][CH2:11][CH:8]2[CH2:7][C:6]3[CH:5]=[C:4]([C:13]4[CH:18]=[CH:17][CH:16]=[CH:15][CH:14]=4)[CH:3]=[C:2]([Br:1])[C:10]=3[O:9]2)(=[O:27])=[O:26])=[CH:21][CH:20]=1. The yield is 0.790. (6) The reactants are C[O-].[Na+].[O:4]=[C:5]1[C:10]2=[N:11][CH:12]=[CH:13][CH:14]=[C:9]2[O:8][C:7]2([CH2:19][CH2:18][N:17]([C:20]([O:22][C:23]([CH3:26])([CH3:25])[CH3:24])=[O:21])[CH2:16][CH2:15]2)[CH2:6]1.[CH:27](OCC)=[O:28].O. The catalyst is C1COCC1. The product is [OH:28][CH:27]=[C:6]1[C:7]2([CH2:15][CH2:16][N:17]([C:20]([O:22][C:23]([CH3:26])([CH3:25])[CH3:24])=[O:21])[CH2:18][CH2:19]2)[O:8][C:9]2[C:10](=[N:11][CH:12]=[CH:13][CH:14]=2)[C:5]1=[O:4]. The yield is 0.520. (7) The reactants are [N:1]1[CH:6]=[CH:5][CH:4]=[C:3]([NH:7][C:8]2[N:13]=[C:12]([C:14]3[S:18][C:17]([C:19]([OH:21])=O)=[CH:16][CH:15]=3)[CH:11]=[CH:10][N:9]=2)[CH:2]=1.CCN(C(C)C)C(C)C.CN(C(ON1N=NC2C=CC=NC1=2)=[N+](C)C)C.F[P-](F)(F)(F)(F)F.[CH2:55]([NH:57][CH2:58][CH2:59][C:60]#[N:61])[CH3:56]. The product is [C:60]([CH2:59][CH2:58][N:57]([CH2:55][CH3:56])[C:19]([C:17]1[S:18][C:14]([C:12]2[CH:11]=[CH:10][N:9]=[C:8]([NH:7][C:3]3[CH:2]=[N:1][CH:6]=[CH:5][CH:4]=3)[N:13]=2)=[CH:15][CH:16]=1)=[O:21])#[N:61]. The catalyst is CC(N(C)C)=O. The yield is 0.109. (8) The reactants are [C:1]([O:5][C:6]([N:8]1[CH2:12][C@H:11]([N:13]([CH3:15])[CH3:14])[CH2:10][C@H:9]1[CH2:16][OH:17])=[O:7])([CH3:4])([CH3:3])[CH3:2].O[C:19]1[CH:28]=[CH:27][C:22]([C:23]([O:25][CH3:26])=[O:24])=[CH:21][CH:20]=1.C1C=CC(P(C2C=CC=CC=2)C2C=CC=CC=2)=CC=1.CC(OC(/N=N/C(OC(C)C)=O)=O)C. The catalyst is C1COCC1. The product is [C:1]([O:5][C:6]([N:8]1[CH2:12][C@H:11]([N:13]([CH3:14])[CH3:15])[CH2:10][C@H:9]1[CH2:16][O:17][C:19]1[CH:28]=[CH:27][C:22]([C:23]([O:25][CH3:26])=[O:24])=[CH:21][CH:20]=1)=[O:7])([CH3:4])([CH3:3])[CH3:2]. The yield is 0.680. (9) The reactants are Cl[C:2]1[N:3]=[CH:4][C:5]([C:8]([O:10][CH3:11])=[O:9])=[N:6][CH:7]=1.[CH3:12][C:13]([OH:17])([C:15]#[CH:16])[CH3:14].N12CCCN=C1CCCCC2. The catalyst is CN(C)C1C=CN=CC=1. The product is [CH3:12][C:13]([O:17][C:2]1[N:3]=[CH:4][C:5]([C:8]([O:10][CH3:11])=[O:9])=[N:6][CH:7]=1)([C:15]#[CH:16])[CH3:14]. The yield is 0.658.